From a dataset of NCI-60 drug combinations with 297,098 pairs across 59 cell lines. Regression. Given two drug SMILES strings and cell line genomic features, predict the synergy score measuring deviation from expected non-interaction effect. Drug 1: CC1CCC2CC(C(=CC=CC=CC(CC(C(=O)C(C(C(=CC(C(=O)CC(OC(=O)C3CCCCN3C(=O)C(=O)C1(O2)O)C(C)CC4CCC(C(C4)OC)OCCO)C)C)O)OC)C)C)C)OC. Drug 2: CC(C)CN1C=NC2=C1C3=CC=CC=C3N=C2N. Cell line: SK-MEL-5. Synergy scores: CSS=11.2, Synergy_ZIP=-4.80, Synergy_Bliss=0.209, Synergy_Loewe=-5.83, Synergy_HSA=-0.462.